This data is from Full USPTO retrosynthesis dataset with 1.9M reactions from patents (1976-2016). The task is: Predict the reactants needed to synthesize the given product. (1) Given the product [CH3:23][C:24]1[CH:25]=[C:26]([N:30]2[N:34]=[N:33][C:32]([C:35](=[O:37])[CH3:4])=[N:31]2)[CH:27]=[CH:28][CH:29]=1, predict the reactants needed to synthesize it. The reactants are: C[Mg]Br.[C:4]1(C)C=CC=CC=1.C1COCC1.C(N(CC)CC)C.[CH3:23][C:24]1[CH:25]=[C:26]([N:30]2[N:34]=[N:33][C:32]([C:35]([O:37]CC)=O)=[N:31]2)[CH:27]=[CH:28][CH:29]=1.C(O)(=O)C.C(=O)([O-])[O-].[K+].[K+]. (2) Given the product [S:39]([OH:43])([OH:42])(=[O:41])=[O:40].[CH:1]1([CH2:4][N:5]([CH:30]2[CH2:35][CH2:34][CH2:33][O:32][CH2:31]2)[C:6]2[C:7]([O:28][CH3:29])=[N:8][N:9]3[C:13]([C:14]4[C:15]([O:26][CH3:27])=[CH:16][C:17]([CH2:22][O:23][CH2:24][CH3:25])=[CH:18][C:19]=4[O:20][CH3:21])=[CH:12][S:11][C:10]=23)[CH2:2][CH2:3]1, predict the reactants needed to synthesize it. The reactants are: [CH:1]1([CH2:4][N:5]([CH:30]2[CH2:35][CH2:34][CH2:33][O:32][CH2:31]2)[C:6]2[C:7]([O:28][CH3:29])=[N:8][N:9]3[C:13]([C:14]4[C:19]([O:20][CH3:21])=[CH:18][C:17]([CH2:22][O:23][CH2:24][CH3:25])=[CH:16][C:15]=4[O:26][CH3:27])=[CH:12][S:11][C:10]=23)[CH2:3][CH2:2]1.C(O)C.[S:39](=[O:43])(=[O:42])([OH:41])[OH:40]. (3) Given the product [CH3:11][O:9][C:8](=[O:10])[CH2:7][CH2:6][CH2:5][S:1](=[O:4])(=[O:3])[NH2:2], predict the reactants needed to synthesize it. The reactants are: [S:1]([CH2:5][CH2:6][CH2:7][C:8]([OH:10])=[O:9])(=[O:4])(=[O:3])[NH2:2].[CH3:11]OC(OC)OC.